Dataset: Catalyst prediction with 721,799 reactions and 888 catalyst types from USPTO. Task: Predict which catalyst facilitates the given reaction. (1) Reactant: [N:1]([C:4]1[CH:9]=[CH:8][CH:7]=[CH:6][C:5]=1[F:10])=[N+:2]=[N-:3].O=[C:12]([CH2:19][CH3:20])[CH2:13][C:14]([O:16]CC)=[O:15].[O-]CC.[Na+]. Product: [CH2:19]([C:12]1[N:1]([C:4]2[CH:9]=[CH:8][CH:7]=[CH:6][C:5]=2[F:10])[N:2]=[N:3][C:13]=1[C:14]([OH:16])=[O:15])[CH3:20]. The catalyst class is: 14. (2) Reactant: [CH3:1][CH:2]([CH2:5][CH3:6])[CH2:3][NH2:4].[CH2:7]1[CH2:13][S:10](=[O:12])(=[O:11])[O:9][CH2:8]1. Product: [CH3:1][CH:2]([CH2:5][CH3:6])[CH2:3][NH:4][CH2:8][CH2:7][CH2:13][S:10]([OH:12])(=[O:11])=[O:9]. The catalyst class is: 7. (3) Reactant: [CH2:1]([C:7]1[S:11][C:10]([C:12]#[C:13][C:14]2[O:18][C:17]([C:19]([NH:21][C@@H:22]([CH2:27][N+:28]([CH3:31])([CH3:30])[CH3:29])[CH2:23][C:24]([O-:26])=[O:25])=[O:20])=[CH:16][CH:15]=2)=[CH:9][CH:8]=1)[CH2:2][CH2:3][CH2:4][CH2:5][CH3:6]. Product: [CH2:1]([C:7]1[S:11][C:10]([CH2:12][CH2:13][C:14]2[O:18][C:17]([C:19]([NH:21][C@@H:22]([CH2:27][N+:28]([CH3:31])([CH3:30])[CH3:29])[CH2:23][C:24]([O-:26])=[O:25])=[O:20])=[CH:16][CH:15]=2)=[CH:9][CH:8]=1)[CH2:2][CH2:3][CH2:4][CH2:5][CH3:6]. The catalyst class is: 45. (4) Reactant: [Br:1][C:2]1[CH:3]=[C:4]([F:16])[CH:5]=[C:6]2[C:11]=1[N:10]=[C:9]([CH:12]=[CH:13]OC)[CH:8]=[CH:7]2.BrN1C(=O)CCC1=O.[CH3:25][O:26][CH2:27][CH2:28][O:29][C:30]1[CH:35]=[CH:34][N:33]=[C:32]([NH2:36])[CH:31]=1. Product: [Br:1][C:2]1[CH:3]=[C:4]([F:16])[CH:5]=[C:6]2[C:11]=1[N:10]=[C:9]([C:12]1[N:33]3[CH:34]=[CH:35][C:30]([O:29][CH2:28][CH2:27][O:26][CH3:25])=[CH:31][C:32]3=[N:36][CH:13]=1)[CH:8]=[CH:7]2. The catalyst class is: 20. (5) Reactant: Cl[C:2]1[CH:3]=[N:4][CH:5]=[CH:6][C:7]=1[CH:8]=[O:9].[CH3:10]B1OB(C)OB(C)O1.C(=O)([O-])[O-].[K+].[K+].O. Product: [CH3:10][C:2]1[CH:3]=[N:4][CH:5]=[CH:6][C:7]=1[CH:8]=[O:9]. The catalyst class is: 294.